This data is from Catalyst prediction with 721,799 reactions and 888 catalyst types from USPTO. The task is: Predict which catalyst facilitates the given reaction. (1) Reactant: [Cl:1][C:2]1[CH:22]=[C:21]([N+:23]([O-])=O)[CH:20]=[CH:19][C:3]=1[O:4][C:5]1[C:14]2[C:9](=[C:10]([C:15]([F:18])([F:17])[F:16])[CH:11]=[CH:12][CH:13]=2)[N:8]=[CH:7][CH:6]=1.O.[Cl-].[Ca+2].[Cl-]. Product: [Cl:1][C:2]1[CH:22]=[C:21]([CH:20]=[CH:19][C:3]=1[O:4][C:5]1[C:14]2[C:9](=[C:10]([C:15]([F:18])([F:16])[F:17])[CH:11]=[CH:12][CH:13]=2)[N:8]=[CH:7][CH:6]=1)[NH2:23]. The catalyst class is: 8. (2) Reactant: [Cl:1][C:2]1[CH:7]=[CH:6][C:5]([C:8]2[O:9][C:10]3[C:15]([C:16](=[O:20])[C:17]=2[O:18][CH3:19])=[C:14]([OH:21])[CH:13]=[C:12]([OH:22])[CH:11]=3)=[CH:4][CH:3]=1.C(N(CC)C(C)C)(C)C.[CH3:32][O:33][CH2:34]Cl.Cl. Product: [Cl:1][C:2]1[CH:3]=[CH:4][C:5]([C:8]2[O:9][C:10]3[C:15]([C:16](=[O:20])[C:17]=2[O:18][CH3:19])=[C:14]([OH:21])[CH:13]=[C:12]([O:22][CH2:32][O:33][CH3:34])[CH:11]=3)=[CH:6][CH:7]=1. The catalyst class is: 18. (3) Reactant: [O:1]=[C:2]([C:6]1[CH:11]=[CH:10][CH:9]=[CH:8][CH:7]=1)[C:3]([OH:5])=[O:4].[CH2:12]([Mg]Br)[CH3:13]. Product: [OH:1][C:2]([C:6]1[CH:11]=[CH:10][CH:9]=[CH:8][CH:7]=1)([CH2:12][CH3:13])[C:3]([OH:5])=[O:4]. The catalyst class is: 7. (4) Reactant: [CH3:1][NH:2][CH2:3][CH2:4][CH:5]1[CH2:10][CH2:9][N:8]([C:11]2[C:20]3[C:15](=[CH:16][CH:17]=[C:18]([O:21][CH3:22])[N:19]=3)[N:14]=[CH:13][CH:12]=2)[CH2:7][CH2:6]1.C1C=CC2N(O)N=NC=2C=1.C(Cl)CCl.C(N(C(C)C)CC)(C)C.[O:46]=[C:47]1[CH2:52][S:51][C:50]2[CH:53]=[CH:54][C:55]([C:57](O)=[O:58])=[N:56][C:49]=2[NH:48]1. Product: [CH3:1][N:2]([CH2:3][CH2:4][CH:5]1[CH2:6][CH2:7][N:8]([C:11]2[C:20]3[C:15](=[CH:16][CH:17]=[C:18]([O:21][CH3:22])[N:19]=3)[N:14]=[CH:13][CH:12]=2)[CH2:9][CH2:10]1)[C:57]([C:55]1[CH:54]=[CH:53][C:50]2[S:51][CH2:52][C:47](=[O:46])[NH:48][C:49]=2[N:56]=1)=[O:58]. The catalyst class is: 3. (5) Reactant: C([NH:4][C@:5]1([C:22](NC(C)(C)C)=[O:23])[C@@H:9]([CH2:10][CH2:11][CH2:12][B:13]2[O:17]C(C)(C)C(C)(C)[O:14]2)[CH2:8][NH:7][CH2:6]1)(=O)C.C([NH:36][CH:37]1[CH2:41][CH2:40][CH2:39][C:38]1=O)(OC(C)(C)C)=O.S([O-])([O-])(=O)=[O:44].[Na+].[Na+].C(O)(=O)C.C(O[BH-](OC(=O)C)OC(=O)C)(=O)C.[Na+].C(=O)([O-])[O-].[Na+].[Na+]. Product: [NH2:4][C@:5]1([C:22]([OH:23])=[O:44])[C@@H:9]([CH2:10][CH2:11][CH2:12][B:13]([OH:14])[OH:17])[CH2:8][N:7]([CH:38]2[CH2:39][CH2:40][CH2:41][CH:37]2[NH2:36])[CH2:6]1. The catalyst class is: 26. (6) Reactant: [NH:1]1[C:5]([C:6]([O:8][CH2:9][CH3:10])=[O:7])=[CH:4][CH:3]=[N:2]1.C(=O)([O-])[O-].[Cs+].[Cs+].I[CH:18]([CH3:20])[CH3:19]. Product: [CH3:19][CH:18]([N:1]1[C:5]([C:6]([O:8][CH2:9][CH3:10])=[O:7])=[CH:4][CH:3]=[N:2]1)[CH3:20]. The catalyst class is: 10. (7) Reactant: [S:1]1[C:5]2[CH:6]=[C:7]([C:10]3[CH:11]=[C:12]([CH:22]([CH2:28][CH:29]([CH3:31])[CH3:30])[C:23]([O:25]CC)=[O:24])[CH:13]=[C:14]([Cl:21])[C:15]=3[O:16][CH2:17][CH:18]3[CH2:20][CH2:19]3)[CH:8]=[CH:9][C:4]=2[N:3]=[CH:2]1.CO.O.O[Li].O. Product: [S:1]1[C:5]2[CH:6]=[C:7]([C:10]3[CH:11]=[C:12]([CH:22]([CH2:28][CH:29]([CH3:31])[CH3:30])[C:23]([OH:25])=[O:24])[CH:13]=[C:14]([Cl:21])[C:15]=3[O:16][CH2:17][CH:18]3[CH2:19][CH2:20]3)[CH:8]=[CH:9][C:4]=2[N:3]=[CH:2]1. The catalyst class is: 1.